Dataset: Forward reaction prediction with 1.9M reactions from USPTO patents (1976-2016). Task: Predict the product of the given reaction. (1) Given the reactants C[O:2][C:3](=[O:31])[C:4]1[CH:9]=[CH:8][C:7]([CH2:10][N:11]2[CH:16]([C:17]3[C:22]([CH3:23])=[CH:21][CH:20]=[CH:19][N:18]=3)[CH2:15][CH2:14][CH2:13][CH:12]2[C:24]2[C:29]([CH3:30])=[CH:28][CH:27]=[CH:26][N:25]=2)=[CH:6][CH:5]=1.O.[OH-].[Na+].Cl, predict the reaction product. The product is: [CH3:30][C:29]1[C:24]([CH:12]2[CH2:13][CH2:14][CH2:15][CH:16]([C:17]3[C:22]([CH3:23])=[CH:21][CH:20]=[CH:19][N:18]=3)[N:11]2[CH2:10][C:7]2[CH:6]=[CH:5][C:4]([C:3]([OH:31])=[O:2])=[CH:9][CH:8]=2)=[N:25][CH:26]=[CH:27][CH:28]=1. (2) Given the reactants C(OC([NH:8][C@H:9]([C:17]([NH:19][CH2:20][C:21]([O:23]C)=O)=[O:18])[CH2:10][CH:11]1[CH2:16][CH2:15][O:14][CH2:13][CH2:12]1)=O)(C)(C)C.C(O)(C(F)(F)F)=O, predict the reaction product. The product is: [O:14]1[CH2:13][CH2:12][CH:11]([CH2:10][C@@H:9]2[NH:8][C:21](=[O:23])[CH2:20][NH:19][C:17]2=[O:18])[CH2:16][CH2:15]1.